This data is from Aqueous solubility values for 9,982 compounds from the AqSolDB database. The task is: Regression/Classification. Given a drug SMILES string, predict its absorption, distribution, metabolism, or excretion properties. Task type varies by dataset: regression for continuous measurements (e.g., permeability, clearance, half-life) or binary classification for categorical outcomes (e.g., BBB penetration, CYP inhibition). For this dataset (solubility_aqsoldb), we predict Y. (1) The drug is Clc1cc(Cl)c(Cl)c(-c2c(Cl)c(Cl)cc(Cl)c2Cl)c1. The Y is -8.59 log mol/L. (2) The molecule is CC(O)CC(C)(C)c1ccccc1. The Y is -2.15 log mol/L. (3) The molecule is CC(C)Oc1ccc(C(=O)NS(=O)(=O)c2ccc(N)cc2)cc1. The Y is -4.30 log mol/L. (4) The molecule is CCOP(=S)([S-])OCC.[Na+]. The Y is 0.681 log mol/L. (5) The compound is CC/C=C\CCOC(C)=O. The Y is -2.11 log mol/L. (6) The compound is CC1(C)C(=O)[C@@]2(C)CC[C@@H]1C2. The Y is -1.85 log mol/L. (7) The drug is O=C(O)CCC[Se][Se]CCCC(=O)O. The Y is -2.25 log mol/L. (8) The drug is CC(=O)Nc1ccncc1NS(=O)(=O)c1ccc([N+](=O)[O-])cc1. The Y is -3.39 log mol/L.